From a dataset of Reaction yield outcomes from USPTO patents with 853,638 reactions. Predict the reaction yield, written as a fraction of the theoretical maximum amount of product (1.0 means a 100% yield; for example, 0.34 means a 34% yield). The reactants are C([O:4][CH2:5]/[C:6](/[CH3:14])=[CH:7]/[C:8]1[CH:13]=CC=C[CH:9]=1)C=C.[CH:15]1[CH:20]=[CH:19][CH:18]=[CH:17][CH:16]=1. No catalyst specified. The product is [CH3:14][CH:6]([CH2:7]/[C:8](/[CH3:13])=[CH:9]/[C:15]1[CH:20]=[CH:19][CH:18]=[CH:17][CH:16]=1)[CH:5]=[O:4]. The yield is 0.100.